Dataset: Reaction yield outcomes from USPTO patents with 853,638 reactions. Task: Predict the reaction yield, written as a fraction of the theoretical maximum amount of product (1.0 means a 100% yield; for example, 0.34 means a 34% yield). (1) The reactants are [CH2:1]([C:3]1[CH:12]=[C:11]([CH3:13])[C:10]2[C:9](=[O:14])[N:8]([CH2:15][CH2:16][OH:17])[C@@H:7]3[CH2:18][N:19]([C:21]([O:23][C:24]([CH3:27])([CH3:26])[CH3:25])=[O:22])[CH2:20][C@H:6]3[C:5]=2[CH:4]=1)[CH3:2].[C:28]1(O)[CH:33]=[CH:32][CH:31]=[CH:30][CH:29]=1.C1(P(C2C=CC=CC=2)C2C=CC=CC=2)C=CC=CC=1.CCOC(/N=N/C(OCC)=O)=O. The catalyst is C1(C)C=CC=CC=1.Cl. The product is [CH2:1]([C:3]1[CH:12]=[C:11]([CH3:13])[C:10]2[C:9](=[O:14])[N:8]([CH2:15][CH2:16][O:17][C:28]3[CH:33]=[CH:32][CH:31]=[CH:30][CH:29]=3)[C@@H:7]3[CH2:18][N:19]([C:21]([O:23][C:24]([CH3:26])([CH3:25])[CH3:27])=[O:22])[CH2:20][C@H:6]3[C:5]=2[CH:4]=1)[CH3:2]. The yield is 0.590. (2) The reactants are Br[C:2]1[CH:7]=[CH:6][CH:5]=[CH:4][N:3]=1.[CH2:8]([C:12]1[O:13][C:14]2[C:20]([CH3:21])=[CH:19][CH:18]=[CH:17][C:15]=2[N:16]=1)[CH2:9][C:10]#[CH:11]. No catalyst specified. The product is [CH3:21][C:20]1[C:14]2[O:13][C:12]([CH2:8][CH2:9][C:10]#[C:11][C:2]3[CH:7]=[CH:6][CH:5]=[CH:4][N:3]=3)=[N:16][C:15]=2[CH:17]=[CH:18][CH:19]=1. The yield is 0.540. (3) The reactants are C(OC(=O)C)(=O)C.[CH3:8][O:9][C:10]1[CH:11]=[C:12]([C:19]([OH:21])=[O:20])[C:13](=[CH:17][CH:18]=1)[C:14]([OH:16])=O. The catalyst is O1CCCC1. The product is [CH3:8][O:9][C:10]1[CH:11]=[C:12]2[C:19](=[O:20])[O:21][C:14](=[O:16])[C:13]2=[CH:17][CH:18]=1. The yield is 0.990.